This data is from Full USPTO retrosynthesis dataset with 1.9M reactions from patents (1976-2016). The task is: Predict the reactants needed to synthesize the given product. Given the product [Cl:12][CH2:8][C:7]1[C:2]([CH3:1])=[N:3][CH:4]=[CH:5][CH:6]=1, predict the reactants needed to synthesize it. The reactants are: [CH3:1][C:2]1[C:7]([CH2:8]O)=[CH:6][CH:5]=[CH:4][N:3]=1.O=S(Cl)[Cl:12].